From a dataset of Peptide-MHC class II binding affinity with 134,281 pairs from IEDB. Regression. Given a peptide amino acid sequence and an MHC pseudo amino acid sequence, predict their binding affinity value. This is MHC class II binding data. (1) The peptide sequence is ETALKKAITAMSE. The MHC is DRB3_0101 with pseudo-sequence DRB3_0101. The binding affinity (normalized) is 0. (2) The peptide sequence is DCIMTSYQYLIIQNT. The MHC is DRB1_0405 with pseudo-sequence DRB1_0405. The binding affinity (normalized) is 0.843. (3) The peptide sequence is ALILDGDNLFPKV. The MHC is HLA-DQA10501-DQB10201 with pseudo-sequence HLA-DQA10501-DQB10201. The binding affinity (normalized) is 0.367. (4) The peptide sequence is YDKFLANVSTVLPGK. The MHC is DRB1_1101 with pseudo-sequence DRB1_1101. The binding affinity (normalized) is 0.617. (5) The peptide sequence is GRSEFAYGSFVRTVS. The MHC is DRB1_0901 with pseudo-sequence DRB1_0901. The binding affinity (normalized) is 0.798. (6) The binding affinity (normalized) is 0.594. The peptide sequence is VENTEKALNVYYEIGKILSR. The MHC is DRB1_0401 with pseudo-sequence DRB1_0401.